This data is from Forward reaction prediction with 1.9M reactions from USPTO patents (1976-2016). The task is: Predict the product of the given reaction. (1) Given the reactants [C:1]([O:5][C:6]([O:8]C([O-])=O)=O)([CH3:4])([CH3:3])[CH3:2].[NH2:12][C:13]1[CH:18]=[CH:17][N:16]=[CH:15][CH:14]=1.C([Li])CCC.Br[CH2:25][CH:26]=[CH:27][CH2:28][O:29][CH2:30][O:31][CH3:32].[Cl-].[NH4+], predict the reaction product. The product is: [C:1]([O:5][C:6]([NH:12][C:13]1[CH:18]=[CH:17][N:16]=[CH:15][C:14]=1[CH2:25][CH:26]=[CH:27][CH2:28][O:29][CH2:30][O:31][CH3:32])=[O:8])([CH3:2])([CH3:3])[CH3:4]. (2) Given the reactants F[C:2]1[CH:9]=[CH:8][C:5]([CH:6]=[O:7])=[CH:4][CH:3]=1.C(=O)([O-])[O-].[K+].[K+].[F:16][C:17]1[CH:18]=[C:19]([OH:24])[CH:20]=[CH:21][C:22]=1[F:23].[BH4-].[Na+].Cl, predict the reaction product. The product is: [F:16][C:17]1[CH:18]=[C:19]([CH:20]=[CH:21][C:22]=1[F:23])[O:24][C:2]1[CH:9]=[CH:8][C:5]([CH2:6][OH:7])=[CH:4][CH:3]=1. (3) Given the reactants C([O:8][C:9]1[C:10](=[O:26])[N:11]([CH2:15][S:16]([C:19]2[CH:24]=[CH:23][C:22]([CH3:25])=[CH:21][CH:20]=2)(=[O:18])=[O:17])[CH:12]=[CH:13][CH:14]=1)C1C=CC=CC=1, predict the reaction product. The product is: [OH:8][C:9]1[C:10](=[O:26])[N:11]([CH2:15][S:16]([C:19]2[CH:20]=[CH:21][C:22]([CH3:25])=[CH:23][CH:24]=2)(=[O:18])=[O:17])[CH:12]=[CH:13][CH:14]=1. (4) The product is: [N+:12]([O:11][C@@H:5]([CH2:4][O:3][N+:1]([O-:15])=[O:2])[CH2:6][CH2:7][CH2:8][C:9]([OH:17])=[O:10])([O-:14])=[O:13]. Given the reactants [N+:1]([O-:15])([O:3][CH2:4][C@H:5]([O:11][N+:12]([O-:14])=[O:13])[CH2:6][CH2:7][CH2:8][CH2:9][OH:10])=[O:2].I([O-])(=O)(=O)=[O:17].[Na+].C(#N)C.C(Cl)(Cl)Cl, predict the reaction product. (5) Given the reactants [NH2:1][C:2]1[CH:7]=[CH:6][CH:5]=[CH:4][CH:3]=1.[CH2:8]([O:10][C:11](=[O:17])[C:12](=[N+:15]=[N-:16])[CH:13]=O)[CH3:9].C(O)(=O)C, predict the reaction product. The product is: [CH2:8]([O:10][C:11]([C:12]1[N:15]=[N:16][N:1]([C:2]2[CH:7]=[CH:6][CH:5]=[CH:4][CH:3]=2)[CH:13]=1)=[O:17])[CH3:9]. (6) Given the reactants C[O:2][C:3](=O)[C:4]1[CH:9]=[C:8]([CH3:10])[N:7]=[C:6]([CH2:11][OH:12])[CH:5]=1.[NH3:14], predict the reaction product. The product is: [OH:12][CH2:11][C:6]1[CH:5]=[C:4]([CH:9]=[C:8]([CH3:10])[N:7]=1)[C:3]([NH2:14])=[O:2]. (7) The product is: [C:1]([N:5]([CH3:32])[C:6]([C:8]1[N:9]=[C:10]([C:27]2[S:28][CH:29]=[CH:30][CH:31]=2)[N:11]2[C:20]3[C:15](=[CH:16][C:17]([OH:25])=[C:18]([CH2:21][CH:22]([CH3:23])[CH3:24])[CH:19]=3)[CH2:14][CH2:13][C:12]=12)=[O:7])([CH3:2])([CH3:3])[CH3:4]. Given the reactants [C:1]([N:5]([CH3:32])[C:6]([C:8]1[N:9]=[C:10]([C:27]2[S:28][CH:29]=[CH:30][CH:31]=2)[N:11]2[C:20]3[C:15](=[CH:16][C:17]([O:25]C)=[C:18]([CH2:21][CH:22]([CH3:24])[CH3:23])[CH:19]=3)[CH2:14][CH2:13][C:12]=12)=[O:7])([CH3:4])([CH3:3])[CH3:2].B(Br)(Br)Br.O, predict the reaction product. (8) Given the reactants [C:1]1([NH:7][CH:8]2[CH2:13][CH2:12][N:11](C(OC(C)(C)C)=O)[CH2:10][CH2:9]2)[CH:6]=[CH:5][CH:4]=[CH:3][CH:2]=1.[ClH:21].CCO, predict the reaction product. The product is: [ClH:21].[ClH:21].[C:1]1([NH:7][CH:8]2[CH2:13][CH2:12][NH:11][CH2:10][CH2:9]2)[CH:6]=[CH:5][CH:4]=[CH:3][CH:2]=1.